From a dataset of Full USPTO retrosynthesis dataset with 1.9M reactions from patents (1976-2016). Predict the reactants needed to synthesize the given product. (1) Given the product [CH3:8][O:9][C:10]1[CH:50]=[CH:49][C:13]([CH2:14][N:15]2[C:42](=[O:43])[C:18]3=[C:19]([CH:40]4[CH2:52][O:41]4)[CH:20]=[C:21]([N:24]([CH2:31][C:32]4[CH:37]=[CH:36][C:35]([O:38][CH3:39])=[CH:34][CH:33]=4)[C:25]4[CH:30]=[CH:29][N:28]=[CH:27][N:26]=4)[C:22](=[O:23])[N:17]3[C:16]32[CH2:48][CH2:47][CH2:46][CH2:45][CH2:44]3)=[CH:12][CH:11]=1, predict the reactants needed to synthesize it. The reactants are: [H-].[Na+].[I-].C[S+](C)C.[CH3:8][O:9][C:10]1[CH:50]=[CH:49][C:13]([CH2:14][N:15]2[C:42](=[O:43])[C:18]3=[C:19]([CH:40]=[O:41])[CH:20]=[C:21]([N:24]([CH2:31][C:32]4[CH:37]=[CH:36][C:35]([O:38][CH3:39])=[CH:34][CH:33]=4)[C:25]4[CH:30]=[CH:29][N:28]=[CH:27][N:26]=4)[C:22](=[O:23])[N:17]3[C:16]32[CH2:48][CH2:47][CH2:46][CH2:45][CH2:44]3)=[CH:12][CH:11]=1.O1CCC[CH2:52]1. (2) Given the product [CH2:33]([N:21]1[CH:22]=[C:23]([C:25]2[CH:30]=[CH:29][C:28]([Cl:31])=[CH:27][C:26]=2[Cl:32])[N:24]=[C:20]1[C@@H:19]([NH:37][C:45](=[O:46])[C:44]1[CH:43]=[CH:42][C:41]([N:40]([CH3:39])[CH3:50])=[CH:49][CH:48]=1)[CH2:18][C:15]1[CH:16]=[CH:17][C:12]([O:11][C:8]2[CH:9]=[CH:10][C:5]([C:4]([OH:3])=[O:38])=[CH:6][CH:7]=2)=[CH:13][CH:14]=1)[CH2:34][CH2:35][CH3:36], predict the reactants needed to synthesize it. The reactants are: Cl.C[O:3][C:4](=[O:38])[C:5]1[CH:10]=[CH:9][C:8]([O:11][C:12]2[CH:17]=[CH:16][C:15]([CH2:18][C@H:19]([NH2:37])[C:20]3[N:21]([CH2:33][CH2:34][CH2:35][CH3:36])[CH:22]=[C:23]([C:25]4[CH:30]=[CH:29][C:28]([Cl:31])=[CH:27][C:26]=4[Cl:32])[N:24]=3)=[CH:14][CH:13]=2)=[CH:7][CH:6]=1.[CH3:39][N:40]([CH3:50])[C:41]1[CH:49]=[CH:48][C:44]([C:45](O)=[O:46])=[CH:43][CH:42]=1. (3) Given the product [ClH:48].[C:9]([CH2:8][C:5]1[N:6]=[CH:7][C:2]([NH:1][C:32](=[O:33])[CH2:31][C:28]2[CH:29]=[CH:30][C:25]([C:20]3[CH:19]=[C:18]([O:17][CH2:15][CH3:16])[C:23](=[O:24])[NH:22][CH:21]=3)=[CH:26][C:27]=2[F:35])=[CH:3][C:4]=1[C:11]([F:14])([F:12])[F:13])#[N:10], predict the reactants needed to synthesize it. The reactants are: [NH2:1][C:2]1[CH:3]=[C:4]([C:11]([F:14])([F:13])[F:12])[C:5]([CH2:8][C:9]#[N:10])=[N:6][CH:7]=1.[CH2:15]([O:17][C:18]1[C:23](=[O:24])[NH:22][CH:21]=[C:20]([C:25]2[CH:30]=[CH:29][C:28]([CH2:31][C:32](O)=[O:33])=[C:27]([F:35])[CH:26]=2)[CH:19]=1)[CH3:16].C1C=CC2N(O)N=NC=2C=1.C(Cl)C[Cl:48].CCN(CC)CC.